From a dataset of Experimentally validated miRNA-target interactions with 360,000+ pairs, plus equal number of negative samples. Binary Classification. Given a miRNA mature sequence and a target amino acid sequence, predict their likelihood of interaction. (1) The miRNA is hsa-miR-1267 with sequence CCUGUUGAAGUGUAAUCCCCA. The protein sequence of the target gene is MNAPLDGLSVSSSSTGSLGSAAGAGGGGGAGLRLLSANVRQLHQALTALLSEAEREQFTHCLNAYHARRNVFDLVRTLRVLLDSPVKRRLLPMLRLVIPRSDQLLFDQYTAEGLYLPATTPYRQPAWGGPDSAGPGEVRLVSLRRAKAHEGLGFSIRGGSEHGVGIYVSLVEPGSLAEKEGLRVGDQILRVNDKSLARVTHAEAVKALKGSKKLVLSVYSAGRIPGGYVTNHIYTWVDPQGRSISPPSGLPQPHGGALRQQEGDRRSTLHLLQGGDEKKVNLVLGDGRSLGLTIRGGAEY.... Result: 0 (no interaction). (2) The miRNA is hsa-miR-4676-5p with sequence GAGCCAGUGGUGAGACAGUGA. The protein sequence of the target gene is MIEVVAELSRGPVFLAGEALECVVTVTNPLPPTATSASSEALAWASAQIHCQFHASESRVALPPPDSSQPDVQPDSQTVFLPHRGERGQCILSTPPKILFCDLRLDPGESKSYSYSEVLPTEGPPSFRGQSVKYVYKLTIGCQRVNSPITLLRVPLRVLVLTGLQDVHFPQDEAVAPSSPFLEEDDSGKKDSWLAELAGERLMAATSCRSLHLYNISDGRGKVGTFGIFKSVYRLGEDVVGTLNLGEGTVACLQFSVSLQTEERVQPEYQRRRGTGVAPSVSHVTHARHQESCLHTTRTS.... Result: 0 (no interaction). (3) The miRNA is hsa-miR-335-5p with sequence UCAAGAGCAAUAACGAAAAAUGU. Result: 1 (interaction). The protein sequence of the target gene is MAPRLCSISVTARRLLGGPGPRAGDVASAAAARFYSKDNEGSWFRSLFVHKVDPRKDAHSTLLSKKETSNLYKIQFHNVKPEYLDAYNSLTEAVLPKLHLDEDYPCSLVGNWNTWYGEQDQAVHLWRFSGGYPALMDCMNKLKNNKEYLEFRRERSQMLLSRRNQLLLEFSFWNEPQPRMGPNIYELRTYKLKPGTMIEWGNNWARAIKYRQENQEAVGGFFSQIGELYVVHHLWAYKDLQSREETRNAAWRKRGWDENVYYTVPLVRHMESRIMIPLKISPLQ.